From a dataset of hERG Central: cardiac toxicity at 1µM, 10µM, and general inhibition. Predict hERG channel inhibition at various concentrations. (1) The compound is CCOC(=O)C1(CC2CC2)CCN(Cc2ccc(OC)cc2F)CC1. Results: hERG_inhib (hERG inhibition (general)): blocker. (2) The drug is Cc1sc2ncnc(NCC3(N4CCOCC4)CCCCC3)c2c1C. Results: hERG_inhib (hERG inhibition (general)): blocker. (3) The molecule is Cc1cc(C(=O)N2CCN(c3cc(Cl)ccc3C)CC2)on1. Results: hERG_inhib (hERG inhibition (general)): blocker. (4) The drug is N#Cc1ccc(NC(=O)CN2C(=O)NC(Cc3ccccc3)C2=O)cc1. Results: hERG_inhib (hERG inhibition (general)): blocker. (5) The molecule is O=C(COc1ccc(-c2ccccc2)cc1)N1CCN(C(=O)c2cccnc2)CC1. Results: hERG_inhib (hERG inhibition (general)): blocker. (6) The drug is Cc1nc(NCc2cccnc2)c2c3c(sc2n1)CCCC3. Results: hERG_inhib (hERG inhibition (general)): blocker. (7) The molecule is Cc1ccc2c(c1)C1CN(C)CCC1N2C(=O)CCCN1C(=O)c2cccc3cccc(c23)C1=O. Results: hERG_inhib (hERG inhibition (general)): blocker.